From a dataset of Catalyst prediction with 721,799 reactions and 888 catalyst types from USPTO. Predict which catalyst facilitates the given reaction. (1) Product: [CH3:17][C:15]1[CH:16]=[C:11]([C:8]2[S:7][C:6]([C:2]3([NH:1][S:29](=[O:31])(=[O:30])[NH2:32])[CH2:3][O:4][CH2:5]3)=[N:10][CH:9]=2)[CH:12]=[C:13]([NH:18][C:19]2[N:24]=[C:23]([C:25]([F:28])([F:27])[F:26])[CH:22]=[CH:21][N:20]=2)[CH:14]=1. The catalyst class is: 155. Reactant: [NH2:1][C:2]1([C:6]2[S:7][C:8]([C:11]3[CH:12]=[C:13]([NH:18][C:19]4[N:24]=[C:23]([C:25]([F:28])([F:27])[F:26])[CH:22]=[CH:21][N:20]=4)[CH:14]=[C:15]([CH3:17])[CH:16]=3)=[CH:9][N:10]=2)[CH2:5][O:4][CH2:3]1.[S:29](N)([NH2:32])(=[O:31])=[O:30]. (2) Reactant: [F:1][C:2]1[C:3]([C:9]#[N:10])=[N:4][CH:5]=[C:6]([F:8])[CH:7]=1.FC(F)(F)C(OC(=O)C(F)(F)F)=[O:14]. Product: [F:1][C:2]1[C:3]([C:9]#[N:10])=[N+:4]([O-:14])[CH:5]=[C:6]([F:8])[CH:7]=1. The catalyst class is: 4. (3) Product: [CH2:7]([NH:14][CH2:15][CH2:16][CH2:17][CH2:18][CH2:19][C:20]#[CH:21])[C:8]1[CH:13]=[CH:12][CH:11]=[CH:10][CH:9]=1. The catalyst class is: 1. Reactant: [H-].[Al+3].[Li+].[H-].[H-].[H-].[CH2:7]([NH:14][C:15](=O)[CH2:16][CH2:17][CH2:18][CH2:19][C:20]#[CH:21])[C:8]1[CH:13]=[CH:12][CH:11]=[CH:10][CH:9]=1.O.[OH-].[Na+]. (4) Reactant: [CH3:1][O:2][C:3](=[O:15])[C:4]1[C:5](=[C:10](I)[CH:11]=[CH:12][CH:13]=1)[C:6]([O:8][CH3:9])=[O:7].[CH3:16][O:17][C:18]1[CH:24]=[CH:23][CH:22]=[CH:21][C:19]=1[NH2:20].C1C=CC(P(C2C(C3C(P(C4C=CC=CC=4)C4C=CC=CC=4)=CC=C4C=3C=CC=C4)=C3C(C=CC=C3)=CC=2)C2C=CC=CC=2)=CC=1.C(=O)([O-])[O-].[Cs+].[Cs+]. Product: [CH3:1][O:2][C:3](=[O:15])[C:4]1[C:5](=[C:10]([NH:20][C:19]2[CH:21]=[CH:22][CH:23]=[CH:24][C:18]=2[O:17][CH3:16])[CH:11]=[CH:12][CH:13]=1)[C:6]([O:8][CH3:9])=[O:7]. The catalyst class is: 835. (5) Reactant: Br[C:2]1[CH:3]=[C:4]([C:16]([NH:18][CH2:19][C:20]2[C:21](=[O:28])[NH:22][C:23]([CH3:27])=[CH:24][C:25]=2[CH3:26])=[O:17])[C:5]2[CH:6]=[N:7][N:8]([CH:11]3[CH2:15][CH2:14][CH2:13][CH2:12]3)[C:9]=2[CH:10]=1.[CH3:29][C:30]1(C)C(C)(C)OB(C=C)O1.C([O-])([O-])=O.[Na+].[Na+].CO.C(Cl)Cl. Product: [CH:11]1([N:8]2[C:9]3[CH:10]=[C:2]([CH:29]=[CH2:30])[CH:3]=[C:4]([C:16]([NH:18][CH2:19][C:20]4[C:21](=[O:28])[NH:22][C:23]([CH3:27])=[CH:24][C:25]=4[CH3:26])=[O:17])[C:5]=3[CH:6]=[N:7]2)[CH2:15][CH2:14][CH2:13][CH2:12]1. The catalyst class is: 77. (6) Reactant: [C:1]([O:5][C:6]([N:8]1[CH2:13][CH2:12][CH:11]([OH:14])[CH:10]([CH2:15]OS(C2C=CC(C)=CC=2)(=O)=O)[CH2:9]1)=[O:7])([CH3:4])([CH3:3])[CH3:2].[N-:27]=[N+:28]=[N-:29].[Na+]. Product: [C:1]([O:5][C:6]([N:8]1[CH2:13][CH2:12][CH:11]([OH:14])[CH:10]([CH2:15][N:27]=[N+:28]=[N-:29])[CH2:9]1)=[O:7])([CH3:4])([CH3:3])[CH3:2]. The catalyst class is: 85. (7) Reactant: C([O:4][CH2:5][C:6]1[C:11]([CH2:12][N:13]2[C:34](=[O:35])[N:16]3[CH:17]=[CH:18][C:19]([C:27]4[CH:32]=[CH:31][C:30]([Cl:33])=[CH:29][CH:28]=4)=[C:20]([C:21]4[CH:26]=[CH:25][N:24]=[CH:23][CH:22]=4)[C:15]3=[N:14]2)=[CH:10][CH:9]=[C:8]([C:36]([F:39])([F:38])[F:37])[N:7]=1)(=O)C.C([O-])([O-])=O.[K+].[K+]. Product: [Cl:33][C:30]1[CH:29]=[CH:28][C:27]([C:19]2[CH:18]=[CH:17][N:16]3[C:34](=[O:35])[N:13]([CH2:12][C:11]4[C:6]([CH2:5][OH:4])=[N:7][C:8]([C:36]([F:38])([F:39])[F:37])=[CH:9][CH:10]=4)[N:14]=[C:15]3[C:20]=2[C:21]2[CH:22]=[CH:23][N:24]=[CH:25][CH:26]=2)=[CH:32][CH:31]=1. The catalyst class is: 5. (8) Reactant: [CH2:1]([N:3]([CH2:37][CH3:38])[CH2:4][CH2:5][CH2:6][NH:7][C:8]1[N:9]=[C:10]([C:27]2[CH:28]=[C:29]([CH:33]=[CH:34][C:35]=2[CH3:36])[C:30]([OH:32])=O)[C:11]2[CH:17]=[CH:16][C:15](=[O:18])[N:14]([C:19]3[C:24]([F:25])=[CH:23][CH:22]=[CH:21][C:20]=3[F:26])[C:12]=2[N:13]=1)[CH3:2].CN(C(ON1N=NC2C=CC=CC1=2)=[N+](C)C)C.F[P-](F)(F)(F)(F)F.[F:63][C:64]([F:68])([F:67])[CH2:65][NH2:66]. Product: [CH2:37]([N:3]([CH2:1][CH3:2])[CH2:4][CH2:5][CH2:6][NH:7][C:8]1[N:9]=[C:10]([C:27]2[CH:28]=[C:29]([CH:33]=[CH:34][C:35]=2[CH3:36])[C:30]([NH:66][CH2:65][C:64]([F:68])([F:67])[F:63])=[O:32])[C:11]2[CH:17]=[CH:16][C:15](=[O:18])[N:14]([C:19]3[C:20]([F:26])=[CH:21][CH:22]=[CH:23][C:24]=3[F:25])[C:12]=2[N:13]=1)[CH3:38]. The catalyst class is: 2. (9) Reactant: [C:1]([O:4][CH2:5][CH3:6])(=[O:3])[CH3:2].CCCCCC.C[Si]([N-][Si](C)(C)C)(C)C.[Li+].[F:23][C:24]([F:45])([F:44])[C:25]1[CH:26]=[CH:27][CH:28]=[C:29]2[C:34]=1[N:33]=[CH:32][CH:31]=[C:30]2[O:35][C:36]1[CH:43]=[CH:42][C:39]([CH:40]=[O:41])=[CH:38][CH:37]=1.[Cl-].[NH4+]. Product: [OH:41][CH:40]([C:39]1[CH:42]=[CH:43][C:36]([O:35][C:30]2[C:29]3[C:34](=[C:25]([C:24]([F:45])([F:23])[F:44])[CH:26]=[CH:27][CH:28]=3)[N:33]=[CH:32][CH:31]=2)=[CH:37][CH:38]=1)[CH2:2][C:1]([O:4][CH2:5][CH3:6])=[O:3]. The catalyst class is: 7. (10) Reactant: [CH:1]1([CH2:4][O:5][C:6]2[CH:11]=[CH:10][C:9]([S:12]([CH3:15])(=[O:14])=[O:13])=[CH:8][C:7]=2B2OC(C)(C)C(C)(C)O2)[CH2:3][CH2:2]1.Br[C:26]1[C:27]2[CH:36]=[CH:35][O:34][C:28]=2[C:29](=[O:33])[N:30]([CH3:32])[CH:31]=1.[O-]P([O-])([O-])=O.[K+].[K+].[K+]. Product: [CH:1]1([CH2:4][O:5][C:6]2[CH:11]=[CH:10][C:9]([S:12]([CH3:15])(=[O:13])=[O:14])=[CH:8][C:7]=2[C:26]2[C:27]3[CH:36]=[CH:35][O:34][C:28]=3[C:29](=[O:33])[N:30]([CH3:32])[CH:31]=2)[CH2:2][CH2:3]1. The catalyst class is: 117.